From a dataset of Full USPTO retrosynthesis dataset with 1.9M reactions from patents (1976-2016). Predict the reactants needed to synthesize the given product. (1) Given the product [CH2:1]([O:3][C:4](=[O:16])[C:5]([C:8]1[CH:13]=[CH:12][CH:11]=[C:10]([C:14]#[C:15][C:24]2[CH:25]=[CH:26][C:21]([CH2:20][C:19]([O:18][CH3:17])=[O:29])=[C:22]([F:28])[CH:23]=2)[CH:9]=1)([CH3:6])[CH3:7])[CH3:2], predict the reactants needed to synthesize it. The reactants are: [CH2:1]([O:3][C:4](=[O:16])[C:5]([C:8]1[CH:13]=[CH:12][CH:11]=[C:10]([C:14]#[CH:15])[CH:9]=1)([CH3:7])[CH3:6])[CH3:2].[CH3:17][O:18][C:19](=[O:29])[CH2:20][C:21]1[CH:26]=[CH:25][C:24](I)=[CH:23][C:22]=1[F:28].C(N(CC)CC)C.C(OCC)(=O)C. (2) Given the product [CH:8]1([N:1]2[CH2:6][CH2:5][CH:4]([OH:7])[CH2:3][CH2:2]2)[CH2:11][CH2:10][CH2:9]1, predict the reactants needed to synthesize it. The reactants are: [NH:1]1[CH2:6][CH2:5][CH:4]([OH:7])[CH2:3][CH2:2]1.[C:8]1(=O)[CH2:11][CH2:10][CH2:9]1. (3) Given the product [C:10]([C:9]1[CH:12]=[CH:13][C:14]([C:16]([F:17])([F:18])[F:19])=[CH:15][C:8]=1[N:1]1[CH2:6][CH2:5][NH:4][CH2:3][CH2:2]1)#[N:11], predict the reactants needed to synthesize it. The reactants are: [NH:1]1[CH2:6][CH2:5][NH:4][CH2:3][CH2:2]1.F[C:8]1[CH:15]=[C:14]([C:16]([F:19])([F:18])[F:17])[CH:13]=[CH:12][C:9]=1[C:10]#[N:11]. (4) Given the product [BrH:1].[CH3:14][CH:11]1[C:12]2[C:7](=[CH:6][CH:5]=[C:4]([OH:3])[CH:13]=2)[CH2:8][CH2:9][NH:10]1, predict the reactants needed to synthesize it. The reactants are: [BrH:1].C[O:3][C:4]1[CH:13]=[C:12]2[C:7]([CH2:8][CH2:9][NH:10][CH:11]2[CH3:14])=[CH:6][CH:5]=1. (5) Given the product [F:24][C:25]1[CH:26]=[CH:27][C:28]([CH3:36])=[C:29]2[C:34]=1[O:33][CH2:32][CH2:31][CH:30]2[O:22][C:7]1[C:8]2[N:12]=[C:11]([CH3:13])[NH:10][C:9]=2[CH:21]=[C:5]([C:3]([N:2]([CH3:1])[CH3:23])=[O:4])[CH:6]=1, predict the reactants needed to synthesize it. The reactants are: [CH3:1][N:2]([CH3:23])[C:3]([C:5]1[CH:6]=[C:7]([OH:22])[C:8]2[N:12]=[C:11]([CH3:13])[N:10](C(OC(C)(C)C)=O)[C:9]=2[CH:21]=1)=[O:4].[F:24][C:25]1[CH:26]=[CH:27][C:28]([CH3:36])=[C:29]2[C:34]=1[O:33][CH2:32][CH2:31][CH:30]2O. (6) Given the product [Br:1][C:2]1[CH:3]=[C:4]([NH2:21])[C:5]([NH:6][CH2:7][C:8]2[CH:18]=[CH:17][C:11]3[N:12]=[C:13]([S:15][CH3:16])[O:14][C:10]=3[CH:9]=2)=[CH:19][CH:20]=1, predict the reactants needed to synthesize it. The reactants are: [Br:1][C:2]1[CH:20]=[CH:19][C:5]([NH:6][CH2:7][C:8]2[CH:18]=[CH:17][C:11]3[N:12]=[C:13]([S:15][CH3:16])[O:14][C:10]=3[CH:9]=2)=[C:4]([N+:21]([O-])=O)[CH:3]=1.CC(O)=O.CO.